This data is from Reaction yield outcomes from USPTO patents with 853,638 reactions. The task is: Predict the reaction yield, written as a fraction of the theoretical maximum amount of product (1.0 means a 100% yield; for example, 0.34 means a 34% yield). The reactants are C([O:3][C:4]([C:6]1[C:7]([C:11]2[CH:16]=[CH:15][C:14]([F:17])=[CH:13][N:12]=2)=[N:8][O:9][CH:10]=1)=O)C.[H-].[Al+3].[Li+].[H-].[H-].[H-].O.[OH-].[Na+]. The catalyst is C1COCC1. The product is [F:17][C:14]1[CH:15]=[CH:16][C:11]([C:7]2[C:6]([CH2:4][OH:3])=[CH:10][O:9][N:8]=2)=[N:12][CH:13]=1. The yield is 0.300.